Dataset: Catalyst prediction with 721,799 reactions and 888 catalyst types from USPTO. Task: Predict which catalyst facilitates the given reaction. (1) Reactant: [N-:1]=[C:2]=S.[NH2:4][C:5]1[CH:6]=[N:7][CH:8]=[N:9][CH:10]=1.CC(C)[N:13]=C=NC(C)C. Product: [NH2:13][C:2]1[N:1]=[C:6]2[C:5]([NH:4][CH:8]=[N:7]2)=[CH:10][N:9]=1. The catalyst class is: 85. (2) Reactant: [NH2:1][C:2]([C:4]1[CH:29]=[CH:28][C:7]([O:8][CH2:9][CH2:10][CH2:11][O:12][C:13]2[CH:14]=[C:15]3[C:19](=[CH:20][CH:21]=2)[C@H:18]([CH2:22][C:23]([O:25][CH2:26][CH3:27])=[O:24])[CH2:17][CH2:16]3)=[C:6]([O:30][CH3:31])[CH:5]=1)=[S:3].Cl[CH:33]1[CH2:38][CH2:37][CH2:36][CH2:35][C:34]1=O. Product: [CH3:31][O:30][C:6]1[CH:5]=[C:4]([C:2]2[S:3][C:33]3[CH2:38][CH2:37][CH2:36][CH2:35][C:34]=3[N:1]=2)[CH:29]=[CH:28][C:7]=1[O:8][CH2:9][CH2:10][CH2:11][O:12][C:13]1[CH:14]=[C:15]2[C:19](=[CH:20][CH:21]=1)[C@H:18]([CH2:22][C:23]([O:25][CH2:26][CH3:27])=[O:24])[CH2:17][CH2:16]2. The catalyst class is: 14. (3) Reactant: [CH:1]1([C:13]#[N:14])[C:11]2=[C:12]3[C:7](=[CH:8][CH:9]=[CH:10]2)[CH:6]=[CH:5][CH:4]=[C:3]3[CH2:2]1.[NH2-].[Na+].[CH3:17]I. Product: [CH3:17][C:1]1([C:13]#[N:14])[C:11]2=[C:12]3[C:7](=[CH:8][CH:9]=[CH:10]2)[CH:6]=[CH:5][CH:4]=[C:3]3[CH2:2]1. The catalyst class is: 11. (4) Reactant: [Br:1][C:2]1[CH:3]=[C:4]([C:8]([C:10]2[CH:15]=[CH:14][CH:13]=[C:12]([CH3:16])[CH:11]=2)=O)[CH:5]=[CH:6][CH:7]=1.[C-:17]#[N:18].[K+].[C:20](=[O:23])([O-])[O-].[NH4+:24].[NH4+].[OH2:26]. Product: [Br:1][C:2]1[CH:3]=[C:4]([C:8]2([C:10]3[CH:15]=[CH:14][CH:13]=[C:12]([CH3:16])[CH:11]=3)[NH:24][C:17](=[O:26])[NH:18][C:20]2=[O:23])[CH:5]=[CH:6][CH:7]=1. The catalyst class is: 8. (5) Reactant: N#N.[C:3]1([CH3:14])[CH:8]=[CH:7][CH:6]=[CH:5][C:4]=1[C:9]1O[CH:11]=[N:12][N:13]=1.[CH3:15][C:16]1[CH:22]=[CH:21][CH:20]=[C:19]([CH3:23])[C:17]=1[NH2:18].FC(F)(F)C(O)=O.C([O-])([O-])=O.[Na+].[Na+]. Product: [C:3]1([CH3:14])[CH:8]=[CH:7][CH:6]=[CH:5][C:4]=1[C:9]1[N:18]([C:17]2[C:19]([CH3:23])=[CH:20][CH:21]=[CH:22][C:16]=2[CH3:15])[CH:11]=[N:12][N:13]=1. The catalyst class is: 262. (6) Reactant: Cl[C:2]1[C:3]2[C:4](=[CH:16][N:17](CC3C=CC(OC)=CC=3)[N:18]=2)[N:5]=[C:6]([C:8]2[C:13]([F:14])=[CH:12][CH:11]=[CH:10][C:9]=2[F:15])[N:7]=1.[O:28]1[CH2:33][CH2:32][N:31]([C:34]2[CH:40]=[CH:39][C:37]([NH2:38])=[CH:36][CH:35]=2)[CH2:30][CH2:29]1.Cl. Product: [F:14][C:13]1[CH:12]=[CH:11][CH:10]=[C:9]([F:15])[C:8]=1[C:6]1[N:7]=[C:2]([NH:38][C:37]2[CH:36]=[CH:35][C:34]([N:31]3[CH2:32][CH2:33][O:28][CH2:29][CH2:30]3)=[CH:40][CH:39]=2)[C:3]2[NH:18][N:17]=[CH:16][C:4]=2[N:5]=1. The catalyst class is: 71. (7) Reactant: [CH2:1]1[CH:9]2[N:4]([CH2:5][CH2:6][C:7]3[NH:12][C:11]4[N:13]=[CH:14][CH:15]=[CH:16][C:10]=4[C:8]=32)[CH2:3][CH2:2]1.[H-].[Na+].CC1C=CC(S(O[CH2:30][CH2:31][C:32]2[CH:33]=[N:34][C:35]([CH3:38])=[CH:36][CH:37]=2)(=O)=O)=CC=1. Product: [CH3:38][C:35]1[N:34]=[CH:33][C:32]([CH2:31][CH2:30][N:12]2[C:7]3[CH2:6][CH2:5][N:4]4[CH:9]([C:8]=3[C:10]3[CH:16]=[CH:15][CH:14]=[N:13][C:11]2=3)[CH2:1][CH2:2][CH2:3]4)=[CH:37][CH:36]=1. The catalyst class is: 18. (8) Reactant: [Na].[CH3:2][O:3][C:4](=[O:17])[C:5]([OH:16])([C:11]1[S:12][CH:13]=[CH:14][CH:15]=1)[C:6]1[S:7][CH:8]=[CH:9][CH:10]=1.[N:18]12[CH2:25]C[CH:21]([CH2:22][CH2:23]1)[C@@H:20](O)[CH2:19]2.C(#N)C. Product: [N:18]12[CH2:23][CH2:22][CH:21]([CH2:20][CH2:19]1)[C@@H:2]([O:3][C:4](=[O:17])[C:5]([OH:16])([C:6]1[S:7][CH:8]=[CH:9][CH:10]=1)[C:11]1[S:12][CH:13]=[CH:14][CH:15]=1)[CH2:25]2. The catalyst class is: 11. (9) Reactant: [OH-:1].[Na+:2].C([OH:5])C.[CH:6]1[N:10]=[CH:9][N:8]([CH2:11][C:12]([P:18]([OH:21])([OH:20])=[O:19])([P:14]([OH:17])([OH:16])=[O:15])[OH:13])[CH:7]=1. Product: [CH:6]1[N:10]=[CH:9][N:8]([CH2:11][C:12]([P:14]([O-:17])([OH:16])=[O:15])([P:18]([O-:20])([OH:21])=[O:19])[OH:13])[CH:7]=1.[OH2:5].[OH2:1].[OH2:5].[OH2:5].[Na+:2].[Na+:2]. The catalyst class is: 6. (10) Reactant: [Cl:1][C:2]1[N:7]=[C:6](Cl)[C:5]([C:9]([O:11][CH3:12])=[O:10])=[CH:4][N:3]=1.[CH:13]1(B(O)O)[CH2:15][CH2:14]1.[O-]P([O-])([O-])=O.[K+].[K+].[K+]. Product: [Cl:1][C:2]1[N:7]=[C:6]([CH:13]2[CH2:15][CH2:14]2)[C:5]([C:9]([O:11][CH3:12])=[O:10])=[CH:4][N:3]=1. The catalyst class is: 450.